From a dataset of Forward reaction prediction with 1.9M reactions from USPTO patents (1976-2016). Predict the product of the given reaction. Given the reactants [CH3:1][C:2]([CH3:21])([CH3:20])[C@@H:3]([C:5]1[O:6][C:7]([C:10]2[CH:15]=[CH:14][C:13]([C:16]([F:19])([F:18])[F:17])=[CH:12][CH:11]=2)=[N:8][N:9]=1)[OH:4].[N:22]([C@@H:25]([CH2:30][CH2:31][CH2:32][CH3:33])[C:26]([O:28][CH3:29])=[O:27])=[C:23]=[O:24], predict the reaction product. The product is: [CH3:1][C:2]([CH3:21])([CH3:20])[C@H:3]([O:4][C:23]([NH:22][C@@H:25]([CH2:30][CH2:31][CH2:32][CH3:33])[C:26]([O:28][CH3:29])=[O:27])=[O:24])[C:5]1[O:6][C:7]([C:10]2[CH:15]=[CH:14][C:13]([C:16]([F:19])([F:17])[F:18])=[CH:12][CH:11]=2)=[N:8][N:9]=1.